Dataset: Full USPTO retrosynthesis dataset with 1.9M reactions from patents (1976-2016). Task: Predict the reactants needed to synthesize the given product. (1) Given the product [C:29]1([B-:16]([C:10]2[CH:11]=[CH:12][CH:13]=[CH:14][CH:15]=2)([C:17]2[CH:18]=[CH:19][CH:20]=[CH:21][CH:22]=2)[C:23]2[CH:28]=[CH:27][CH:26]=[CH:25][CH:24]=2)[CH:30]=[CH:31][CH:32]=[CH:33][CH:34]=1.[CH3:42][N+:39]1[CH:40]=[CH:41][CH:36]=[CH:37][CH:38]=1, predict the reactants needed to synthesize it. The reactants are: CC1C=CC(C=O)=CC=1.[C:10]1([B-:16]([C:29]2[CH:34]=[CH:33][CH:32]=[CH:31][CH:30]=2)([C:23]2[CH:28]=[CH:27][CH:26]=[CH:25][CH:24]=2)[C:17]2[CH:22]=[CH:21][CH:20]=[CH:19][CH:18]=2)[CH:15]=[CH:14][CH:13]=[CH:12][CH:11]=1.C[C:36]1[CH:41]=[CH:40][N+:39]([CH3:42])=[CH:38][CH:37]=1. (2) Given the product [Cl:1][C:2]1[C:3]([C:15]#[C:16][C:18]2[CH:27]=[CH:26][C:21]([O:22][CH2:23][CH2:24][OH:25])=[CH:20][CH:19]=2)=[N:4][CH:5]=[C:6]([C:8]2[CH:13]=[CH:12][C:11]([Cl:14])=[CH:10][CH:9]=2)[CH:7]=1, predict the reactants needed to synthesize it. The reactants are: [Cl:1][C:2]1[C:3]([C:15]#[CH:16])=[N:4][CH:5]=[C:6]([C:8]2[CH:13]=[CH:12][C:11]([Cl:14])=[CH:10][CH:9]=2)[CH:7]=1.I[C:18]1[CH:27]=[CH:26][C:21]([O:22][CH2:23][CH2:24][OH:25])=[CH:20][CH:19]=1. (3) Given the product [ClH:59].[C:1]([N:4]([CH2:24][C@@H:25]1[O:29][C:28](=[O:30])[N:27]([C:31]2[CH:36]=[CH:35][C:34]([CH:37]3[CH2:42][CH2:41][S:40](=[O:43])(=[O:44])[CH2:39][CH2:38]3)=[C:33]([F:45])[CH:32]=2)[CH2:26]1)[C:5]([O:7][CH2:8][O:9][C:10](=[O:23])[C@H:11]([NH2:15])[CH:12]([CH3:13])[CH3:14])=[O:6])(=[O:3])[CH3:2], predict the reactants needed to synthesize it. The reactants are: [C:1]([N:4]([CH2:24][C@@H:25]1[O:29][C:28](=[O:30])[N:27]([C:31]2[CH:36]=[CH:35][C:34]([CH:37]3[CH2:42][CH2:41][S:40](=[O:44])(=[O:43])[CH2:39][CH2:38]3)=[C:33]([F:45])[CH:32]=2)[CH2:26]1)[C:5]([O:7][CH2:8][O:9][C:10](=[O:23])[C@H:11]([NH:15]C(OC(C)(C)C)=O)[CH:12]([CH3:14])[CH3:13])=[O:6])(=[O:3])[CH3:2].C1(OC)C=CC=CC=1.C1COCC1.[ClH:59]. (4) Given the product [CH3:1][O:2][CH:3]1[CH2:10][CH:9]2[CH:5]([CH2:6][CH:7]([N:16]=[N+:17]=[N-:18])[CH2:8]2)[CH2:4]1, predict the reactants needed to synthesize it. The reactants are: [CH3:1][O:2][CH:3]1[CH2:10][CH:9]2[CH:5]([CH2:6][CH:7](OS(C)(=O)=O)[CH2:8]2)[CH2:4]1.[N-:16]=[N+:17]=[N-:18].[Na+]. (5) Given the product [C:46]([O:45][C:43](=[O:44])[NH:42][CH:39]1[CH2:40][CH2:41][N:36]([CH2:35][CH2:34][N:22]2[C:23]3[C:18](=[C:17]([F:26])[CH:16]=[C:15]([Br:14])[CH:24]=3)[CH:19]=[CH:20][C:21]2=[O:25])[CH2:37][CH2:38]1)([CH3:49])([CH3:48])[CH3:47], predict the reactants needed to synthesize it. The reactants are: BrC1C=C(F)C=C2C=1C=CC(=O)N2.[Br:14][C:15]1[CH:24]=[C:23]2[C:18]([CH:19]=[CH:20][C:21](=[O:25])[NH:22]2)=[C:17]([F:26])[CH:16]=1.[H-].[Na+].CS(O[CH2:34][CH2:35][N:36]1[CH2:41][CH2:40][CH:39]([NH:42][C:43]([O:45][C:46]([CH3:49])([CH3:48])[CH3:47])=[O:44])[CH2:38][CH2:37]1)(=O)=O.C(OC(=O)NC1CCN(CCN2C3C(=CC=C(F)C=3)N=CC2=O)CC1)(C)(C)C. (6) Given the product [CH:22]([N:12]1[CH:13]=[C:9]([B:4]2[O:5][C:6]([CH3:7])([CH3:8])[C:2]([CH3:14])([CH3:1])[O:3]2)[CH:10]=[N:11]1)([CH3:24])[CH3:23], predict the reactants needed to synthesize it. The reactants are: [CH3:1][C:2]1([CH3:14])[C:6]([CH3:8])([CH3:7])[O:5][B:4]([C:9]2[CH:10]=[N:11][NH:12][CH:13]=2)[O:3]1.C(=O)([O-])[O-].[Cs+].[Cs+].I[CH:22]([CH3:24])[CH3:23].O. (7) Given the product [CH3:35][S:32]([C:29]1[CH:30]=[CH:31][C:26]([O:3][CH2:4][CH2:5][C@@H:6]2[CH2:8][C@@H:7]2[CH:9]2[CH2:14][CH2:13][N:12]([C:15]([O:17][CH2:18][C:19]3[CH:20]=[CH:21][CH:22]=[CH:23][CH:24]=3)=[O:16])[CH2:11][CH2:10]2)=[N:27][CH:28]=1)(=[O:34])=[O:33], predict the reactants needed to synthesize it. The reactants are: [H-].[Na+].[OH:3][CH2:4][CH2:5][C@@H:6]1[CH2:8][C@@H:7]1[CH:9]1[CH2:14][CH2:13][N:12]([C:15]([O:17][CH2:18][C:19]2[CH:24]=[CH:23][CH:22]=[CH:21][CH:20]=2)=[O:16])[CH2:11][CH2:10]1.Br[C:26]1[CH:31]=[CH:30][C:29]([S:32]([CH3:35])(=[O:34])=[O:33])=[CH:28][N:27]=1.